This data is from Forward reaction prediction with 1.9M reactions from USPTO patents (1976-2016). The task is: Predict the product of the given reaction. (1) Given the reactants [CH2:1]([C:3]1[CH:4]=[C:5]([C:22]#[N:23])[C:6]([C:16]2[CH:21]=[CH:20][CH:19]=[CH:18][CH:17]=2)=[C:7]([C:9]2[CH:14]=[CH:13][C:12]([OH:15])=[CH:11][CH:10]=2)[CH:8]=1)[CH3:2].[NH2:24][OH:25], predict the reaction product. The product is: [CH2:1]([C:3]1[CH:4]=[C:5]([C:22](=[N:24][OH:25])[NH2:23])[C:6]([C:16]2[CH:17]=[CH:18][CH:19]=[CH:20][CH:21]=2)=[C:7]([C:9]2[CH:14]=[CH:13][C:12]([OH:15])=[CH:11][CH:10]=2)[CH:8]=1)[CH3:2]. (2) Given the reactants [CH2:1]1[CH:9]2[N:4]([CH2:5][CH2:6][CH:7]([C:10]3[C:18]4[C:13](=[N:14][CH:15]=[CH:16][CH:17]=4)[NH:12][CH:11]=3)[CH2:8]2)[CH2:3][CH2:2]1.[C:19]1([S:25](Cl)(=[O:27])=[O:26])[CH:24]=[CH:23][CH:22]=[CH:21][CH:20]=1.C[Si]([N-][Si](C)(C)C)(C)C.[Na+], predict the reaction product. The product is: [CH2:1]1[CH:9]2[N:4]([CH2:5][CH2:6][CH:7]([C:10]3[C:18]4[C:13](=[N:14][CH:15]=[CH:16][CH:17]=4)[N:12]([S:25]([C:19]4[CH:24]=[CH:23][CH:22]=[CH:21][CH:20]=4)(=[O:27])=[O:26])[CH:11]=3)[CH2:8]2)[CH2:3][CH2:2]1. (3) Given the reactants [Cl:1][C:2]1[CH:3]=[CH:4][C:5]2[N:6]([C:8]([C:11]([C:14]3[CH:15]=[C:16]4[C:20](=[CH:21][CH:22]=3)[N:19]([CH3:23])[N:18]=[CH:17]4)(O)[CH3:12])=[CH:9][N:10]=2)[N:7]=1.II.O[PH2]=O.ClC1C=CC2N(C(CC3C=C4C(=CC=3)N(C)N=C4)=CN=2)N=1, predict the reaction product. The product is: [Cl:1][C:2]1[CH:3]=[CH:4][C:5]2[N:6]([C:8]([CH:11]([C:14]3[CH:15]=[C:16]4[C:20](=[CH:21][CH:22]=3)[N:19]([CH3:23])[N:18]=[CH:17]4)[CH3:12])=[CH:9][N:10]=2)[N:7]=1. (4) Given the reactants C([Li])CCC.CC1(C)CCCC(C)(C)N1.[Cl:16][C:17]1[CH:22]=[N:21][CH:20]=[CH:19][N:18]=1.[CH2:23]([C:25]1[CH:32]=[CH:31][C:28]([CH:29]=[O:30])=[CH:27][CH:26]=1)[CH3:24].Cl.C(=O)(O)[O-].[Na+], predict the reaction product. The product is: [Cl:16][C:17]1[C:22]([CH:29]([C:28]2[CH:31]=[CH:32][C:25]([CH2:23][CH3:24])=[CH:26][CH:27]=2)[OH:30])=[N:21][CH:20]=[CH:19][N:18]=1. (5) Given the reactants C([O:8][C:9](=[O:41])[CH2:10][CH:11]([N:24]1[CH:28]=[CH:27][N:26]([C:29]2[CH:34]=[CH:33][C:32]([C:35]3[CH:40]=[CH:39][CH:38]=[CH:37][CH:36]=3)=[CH:31][CH:30]=2)[CH2:25]1)[C:12]([NH:14][C@H:15]([C:20](=[O:23])[NH:21][CH3:22])[C:16]([CH3:19])([CH3:18])[CH3:17])=[O:13])C1C=CC=CC=1, predict the reaction product. The product is: [C:32]1([C:35]2[CH:40]=[CH:39][CH:38]=[CH:37][CH:36]=2)[CH:31]=[CH:30][C:29]([N:26]2[CH:27]=[CH:28][N:24]([CH:11]([C:12]([NH:14][C@H:15]([C:20](=[O:23])[NH:21][CH3:22])[C:16]([CH3:19])([CH3:17])[CH3:18])=[O:13])[CH2:10][C:9]([OH:41])=[O:8])[CH2:25]2)=[CH:34][CH:33]=1. (6) Given the reactants Br[C:2]1[CH:7]=[CH:6][C:5]([F:8])=[C:4]([CH3:9])[CH:3]=1.[C:10]1(=[O:16])[O:15][C:13](=[O:14])[CH2:12][CH2:11]1.Cl, predict the reaction product. The product is: [F:8][C:5]1[CH:6]=[CH:7][C:2]([C:10](=[O:16])[CH2:11][CH2:12][C:13]([OH:15])=[O:14])=[CH:3][C:4]=1[CH3:9]. (7) Given the reactants [Si:1]([O:8][CH2:9][CH2:10][NH:11][S:12]([CH2:15][C:16]1[CH:21]=[CH:20][CH:19]=[CH:18][CH:17]=1)(=[O:14])=[O:13])([C:4]([CH3:7])([CH3:6])[CH3:5])([CH3:3])[CH3:2].[Li][CH2:23]CCC.ClCI, predict the reaction product. The product is: [Si:1]([O:8][CH2:9][CH2:10][NH:11][S:12]([C:15]([C:16]1[CH:21]=[CH:20][CH:19]=[CH:18][CH:17]=1)=[CH2:23])(=[O:14])=[O:13])([C:4]([CH3:7])([CH3:6])[CH3:5])([CH3:3])[CH3:2]. (8) Given the reactants C([NH:9][C:10]1[N:18]=[CH:17][N:16]=[C:15]2[C:11]=1[N:12]=[CH:13][N:14]2[C@@H:19]1[O:23][C@H:22](/[CH:24]=[CH:25]/[P:26](=[O:29])([OH:28])[OH:27])[C@@H:21]([O:30]C(=O)C2C=CC=CC=2)[C@H:20]1[O:39][CH3:40])(=O)C1C=CC=CC=1, predict the reaction product. The product is: [NH2:9][C:10]1[N:18]=[CH:17][N:16]=[C:15]2[C:11]=1[N:12]=[CH:13][N:14]2[C@@H:19]1[O:23][C@H:22]([CH2:24][CH2:25][P:26](=[O:27])([OH:28])[OH:29])[C@@H:21]([OH:30])[C@H:20]1[O:39][CH3:40]. (9) Given the reactants Cl.[NH2:2][C@H:3]1[C:12]2[C:7](=[CH:8][C:9]([O:13][CH3:14])=[CH:10][CH:11]=2)[O:6][C@@H:5]([C:15]2[CH:24]=[CH:23][C:18]([C:19]([O:21][CH3:22])=[O:20])=[CH:17][CH:16]=2)[CH2:4]1.C(N(CC)CC)C.[Br:32][C:33]1[C:34]([C:44]2([C:47](Cl)=[O:48])[CH2:46][CH2:45]2)=[CH:35][C:36]2[O:40][C:39]([F:42])([F:41])[O:38][C:37]=2[CH:43]=1.Cl, predict the reaction product. The product is: [Br:32][C:33]1[C:34]([C:44]2([C:47]([NH:2][C@H:3]3[C:12]4[C:7](=[CH:8][C:9]([O:13][CH3:14])=[CH:10][CH:11]=4)[O:6][C@@H:5]([C:15]4[CH:16]=[CH:17][C:18]([C:19]([O:21][CH3:22])=[O:20])=[CH:23][CH:24]=4)[CH2:4]3)=[O:48])[CH2:45][CH2:46]2)=[CH:35][C:36]2[O:40][C:39]([F:41])([F:42])[O:38][C:37]=2[CH:43]=1. (10) Given the reactants [C:1](=O)([O:47]C1C=CC([N+]([O-])=O)=CC=1)[O:2][CH2:3][CH2:4][CH2:5][O:6][C:7]1[CH:12]=[CH:11][C:10]([CH2:13][C@H:14]([NH:35][C:36]([O:38][C@@H:39]2[C@H:46]3[C@H:42]([O:43][CH2:44][CH2:45]3)[O:41][CH2:40]2)=[O:37])[C@H:15]([OH:34])[CH2:16][N:17]([S:22]([C:25]2[CH:33]=[CH:32][C:28]3[O:29][CH2:30][O:31][C:27]=3[CH:26]=2)(=[O:24])=[O:23])[CH2:18][CH:19]([CH3:21])[CH3:20])=[CH:9][CH:8]=1.[CH3:58][NH2:59].O1CCCC1, predict the reaction product. The product is: [O:29]1[C:28]2[CH:32]=[CH:33][C:25]([S:22]([N:17]([CH2:18][CH:19]([CH3:20])[CH3:21])[CH2:16][C@@H:15]([OH:34])[C@@H:14]([NH:35][C:36](=[O:37])[O:38][C@@H:39]3[C@H:46]4[C@H:42]([O:43][CH2:44][CH2:45]4)[O:41][CH2:40]3)[CH2:13][C:10]3[CH:9]=[CH:8][C:7]([O:6][CH2:5][CH2:4][CH2:3][O:2][C:1]([NH:59][CH3:58])=[O:47])=[CH:12][CH:11]=3)(=[O:24])=[O:23])=[CH:26][C:27]=2[O:31][CH2:30]1.